This data is from Full USPTO retrosynthesis dataset with 1.9M reactions from patents (1976-2016). The task is: Predict the reactants needed to synthesize the given product. (1) Given the product [Br:12][CH2:9][C:8]([C:3]1[CH:4]=[CH:5][CH:6]=[CH:7][C:2]=1[CH3:1])=[O:10], predict the reactants needed to synthesize it. The reactants are: [CH3:1][C:2]1[CH:7]=[CH:6][CH:5]=[CH:4][C:3]=1[C:8](=[O:10])[CH3:9].Cl.[Br:12]Br. (2) Given the product [N:23]1[CH:28]=[C:27]([C:2]2[CH:10]=[CH:9][CH:8]=[C:7]3[C:3]=2[C:4]2([C:15]4=[CH:16][C:17]5[O:21][CH2:20][O:19][C:18]=5[CH:22]=[C:14]4[O:13][CH2:12]2)[C:5](=[O:11])[NH:6]3)[CH:26]=[N:25][CH:24]=1, predict the reactants needed to synthesize it. The reactants are: Br[C:2]1[CH:10]=[CH:9][CH:8]=[C:7]2[C:3]=1[C:4]1([C:15]3=[CH:16][C:17]4[O:21][CH2:20][O:19][C:18]=4[CH:22]=[C:14]3[O:13][CH2:12]1)[C:5](=[O:11])[NH:6]2.[N:23]1[CH:28]=[C:27](B(O)O)[CH:26]=[N:25][CH:24]=1.CN(C)C1N=CC(B(O)O)=CC=1. (3) Given the product [Cl:1][C:2]1[C:7]([Cl:8])=[CH:6][CH:5]=[CH:4][C:3]=1[NH:9][C:10]1[C:19]2[C:14](=[CH:15][C:16]([O:27][CH3:28])=[C:17]([N:20]3[CH2:21][CH2:22][N:23]([CH3:26])[CH2:24][CH2:25]3)[CH:18]=2)[N:13]=[CH:12][C:11]=1[C:34]([NH2:36])=[O:35], predict the reactants needed to synthesize it. The reactants are: [Cl:1][C:2]1[C:7]([Cl:8])=[CH:6][CH:5]=[CH:4][C:3]=1[NH:9][C:10]1[C:19]2[C:14](=[CH:15][C:16]([O:27][CH3:28])=[C:17]([N:20]3[CH2:25][CH2:24][N:23]([CH3:26])[CH2:22][CH2:21]3)[CH:18]=2)[N:13]=[CH:12][C:11]=1C(OCC)=O.[CH:34]([NH2:36])=[O:35].C[O-].[Na+].CO. (4) The reactants are: I[C:2]1[N:9]2[C:5]([S:6][C:7]([C:10]3[CH:15]=[CH:14][C:13]([S:16]([N:19]4[CH2:24][CH2:23][O:22][CH2:21][CH2:20]4)(=[O:18])=[O:17])=[CH:12][CH:11]=3)=[N:8]2)=[N:4][CH:3]=1.CC1(C)C(C)(C)OB([C:33]2[CH:34]=[C:35]([C:40]([F:43])([F:42])[F:41])[C:36]([NH2:39])=[N:37][CH:38]=2)O1.C([O-])([O-])=O.[Na+].[Na+]. Given the product [N:19]1([S:16]([C:13]2[CH:14]=[CH:15][C:10]([C:7]3[S:6][C:5]4=[N:4][CH:3]=[C:2]([C:33]5[CH:34]=[C:35]([C:40]([F:43])([F:42])[F:41])[C:36]([NH2:39])=[N:37][CH:38]=5)[N:9]4[N:8]=3)=[CH:11][CH:12]=2)(=[O:18])=[O:17])[CH2:24][CH2:23][O:22][CH2:21][CH2:20]1, predict the reactants needed to synthesize it. (5) The reactants are: Br[C:2]1[CH:10]=[C:9]2[C:5]([C:6](=[O:12])[NH:7][N:8]2[CH3:11])=[CH:4][C:3]=1[F:13].[CH3:14][N:15](C=O)C. Given the product [F:13][C:3]1[CH:4]=[C:5]2[C:9](=[CH:10][C:2]=1[C:14]#[N:15])[N:8]([CH3:11])[NH:7][C:6]2=[O:12], predict the reactants needed to synthesize it. (6) Given the product [F:1][C:2]1[C:3]([OH:10])=[C:4]([CH2:8][C:11]#[N:12])[CH:5]=[CH:6][CH:7]=1, predict the reactants needed to synthesize it. The reactants are: [F:1][C:2]1[CH:7]=[CH:6][CH:5]=[C:4]([CH2:8]O)[C:3]=1[OH:10].[C-:11]#[N:12].[Na+]. (7) Given the product [C:1]([C:5]1[C:10]([O:11][CH3:12])=[CH:9][C:8]([C:20](=[O:22])[CH3:21])=[C:7]([OH:13])[CH:6]=1)([CH3:4])([CH3:2])[CH3:3], predict the reactants needed to synthesize it. The reactants are: [C:1]([C:5]1[CH:6]=[C:7]([OH:13])[CH:8]=[CH:9][C:10]=1[O:11][CH3:12])([CH3:4])([CH3:3])[CH3:2].N1C=CC=CC=1.[C:20](Cl)(=[O:22])[CH3:21]. (8) Given the product [Cl:47][C:48]1[CH:56]=[CH:55][CH:54]=[C:53]([N:57]2[N:61]=[CH:60][CH:59]=[N:58]2)[C:49]=1[C:50]([NH:44][C@H:40]1[CH2:41][CH2:42][CH2:43][C@@H:39]1[NH:38][C:35]1[CH:34]=[N:33][C:32]([C:31]([F:30])([F:45])[F:46])=[CH:37][N:36]=1)=[O:51], predict the reactants needed to synthesize it. The reactants are: COC1C=CC(C)=CC=1C(N[C@H]1CCC[C@@H]1NC1C=NC(C(F)(F)F)=CN=1)=O.Cl.[F:30][C:31]([F:46])([F:45])[C:32]1[N:33]=[CH:34][C:35]([NH:38][C@H:39]2[CH2:43][CH2:42][CH2:41][C@@H:40]2[NH2:44])=[N:36][CH:37]=1.[Cl:47][C:48]1[CH:56]=[CH:55][CH:54]=[C:53]([N:57]2[N:61]=[CH:60][CH:59]=[N:58]2)[C:49]=1[C:50](O)=[O:51].